Regression. Given a peptide amino acid sequence and an MHC pseudo amino acid sequence, predict their binding affinity value. This is MHC class I binding data. From a dataset of Peptide-MHC class I binding affinity with 185,985 pairs from IEDB/IMGT. (1) The MHC is HLA-A80:01 with pseudo-sequence HLA-A80:01. The peptide sequence is SLLRGLIFY. The binding affinity (normalized) is 0.936. (2) The peptide sequence is ATTNAHCAL. The MHC is H-2-Kb with pseudo-sequence H-2-Kb. The binding affinity (normalized) is 0.133. (3) The peptide sequence is CTILAVVSVS. The MHC is HLA-A26:01 with pseudo-sequence HLA-A26:01. The binding affinity (normalized) is 0. (4) The peptide sequence is VPAQNAIST. The MHC is HLA-B35:01 with pseudo-sequence HLA-B35:01. The binding affinity (normalized) is 0.787. (5) The binding affinity (normalized) is 0.477. The MHC is HLA-A03:01 with pseudo-sequence HLA-A03:01. The peptide sequence is AIFTYTGGY. (6) The peptide sequence is LLDLEGHIL. The MHC is HLA-B57:01 with pseudo-sequence HLA-B57:01. The binding affinity (normalized) is 0.0847. (7) The peptide sequence is ETESATLFT. The MHC is HLA-A02:12 with pseudo-sequence HLA-A02:12. The binding affinity (normalized) is 0.0847. (8) The peptide sequence is IIFNGIKL. The MHC is H-2-Kb with pseudo-sequence H-2-Kb. The binding affinity (normalized) is 0.503.